Dataset: Forward reaction prediction with 1.9M reactions from USPTO patents (1976-2016). Task: Predict the product of the given reaction. (1) Given the reactants [OH-].[Na+].C[O:4][C:5](=[O:42])[CH2:6][C@H:7]1[CH2:12][CH2:11][C@H:10]([C:13]2[CH:18]=[CH:17][C:16]([NH:19][C:20](=[O:41])[CH2:21][CH2:22][NH:23][C:24]([C:26]3[C:27]([C:37]([F:40])([F:39])[F:38])=[N:28][N:29]([C:31]4[CH:36]=[CH:35][CH:34]=[CH:33][CH:32]=4)[CH:30]=3)=[O:25])=[CH:15][CH:14]=2)[CH2:9][CH2:8]1, predict the reaction product. The product is: [C:31]1([N:29]2[CH:30]=[C:26]([C:24]([NH:23][CH2:22][CH2:21][C:20]([NH:19][C:16]3[CH:15]=[CH:14][C:13]([C@H:10]4[CH2:9][CH2:8][C@H:7]([CH2:6][C:5]([OH:42])=[O:4])[CH2:12][CH2:11]4)=[CH:18][CH:17]=3)=[O:41])=[O:25])[C:27]([C:37]([F:40])([F:39])[F:38])=[N:28]2)[CH:32]=[CH:33][CH:34]=[CH:35][CH:36]=1. (2) The product is: [C:13]1([C@H:11]([N:10]2[C:4]3[C:5](=[N:6][CH:7]=[C:2]([C:47]4[CH:46]=[CH:45][CH:50]=[C:31]5[C:30]=4[CH:29]=[CH:28][CH:33]=[N:32]5)[CH:3]=3)[NH:8][C:9]2=[O:19])[CH3:12])[CH:14]=[CH:15][CH:16]=[CH:17][CH:18]=1. Given the reactants Br[C:2]1[CH:3]=[C:4]2[N:10]([C@@H:11]([C:13]3[CH:18]=[CH:17][CH:16]=[CH:15][CH:14]=3)[CH3:12])[C:9](=[O:19])[N:8](C(OC(C)(C)C)=O)[C:5]2=[N:6][CH:7]=1.Br[C:28]1[CH:29]=[C:30]2NC(=O)N(C(OC(C)(C)C)=O)[C:31]2=[N:32][CH:33]=1.[C:45]1([C@@H](O)C)[CH:50]=CC=[CH:47][CH:46]=1.C1(P(C2C=CC=CC=2)C2C=CC=CC=2)C=CC=CC=1.N(C(OC(C)C)=O)=NC(OC(C)C)=O, predict the reaction product. (3) Given the reactants FC(F)(F)C(O)=O.[C:8]1(=[C:14]([C:31]2[CH:36]=[CH:35][C:34]([OH:37])=[CH:33][CH:32]=2)[C:15]2[CH:20]=[CH:19][C:18](/[CH:21]=[CH:22]/[C:23]([O:25]C(C)(C)C)=[O:24])=[CH:17][C:16]=2[F:30])[CH2:13][CH2:12][CH2:11][CH2:10][CH2:9]1, predict the reaction product. The product is: [C:8]1(=[C:14]([C:31]2[CH:36]=[CH:35][C:34]([OH:37])=[CH:33][CH:32]=2)[C:15]2[CH:20]=[CH:19][C:18](/[CH:21]=[CH:22]/[C:23]([OH:25])=[O:24])=[CH:17][C:16]=2[F:30])[CH2:13][CH2:12][CH2:11][CH2:10][CH2:9]1. (4) Given the reactants Cl.[CH3:2][C:3]1[C:7]([CH2:8][N:9]2[CH:13]=[C:12]([NH2:14])[CH:11]=[N:10]2)=[C:6]([CH3:15])[O:5][N:4]=1.[N:16]([C:19]1[CH:28]=[CH:27][CH:26]=[CH:25][C:20]=1[C:21](OC)=[O:22])=[C:17]=[O:18].C(N(CC)CC)C, predict the reaction product. The product is: [CH3:2][C:3]1[C:7]([CH2:8][N:9]2[CH:13]=[C:12]([N:14]3[C:21](=[O:22])[C:20]4[C:19](=[CH:28][CH:27]=[CH:26][CH:25]=4)[NH:16][C:17]3=[O:18])[CH:11]=[N:10]2)=[C:6]([CH3:15])[O:5][N:4]=1. (5) Given the reactants Br[CH2:2]/[CH:3]=[CH:4]/[C:5]([NH:7][C:8]1[CH:9]=[C:10]2[C:15](=[CH:16][C:17]=1[O:18][CH2:19][CH2:20][O:21][CH3:22])[N:14]=[CH:13][N:12]=[C:11]2[NH:23][C:24]1[CH:29]=[CH:28][C:27]([Cl:30])=[C:26]([Cl:31])[C:25]=1[F:32])=[O:6].Cl.[O:34]1[C@H:39]2[CH2:40][NH:41][CH2:42][C@H:38]2[O:37][CH2:36][CH2:35]1.CCN(C(C)C)C(C)C.O, predict the reaction product. The product is: [Cl:31][C:26]1[C:25]([F:32])=[C:24]([NH:23][C:11]2[C:10]3[C:15](=[CH:16][C:17]([O:18][CH2:19][CH2:20][O:21][CH3:22])=[C:8]([NH:7][C:5](=[O:6])/[CH:4]=[CH:3]/[CH2:2][N:41]4[CH2:40][C@H:39]5[O:34][CH2:35][CH2:36][O:37][C@H:38]5[CH2:42]4)[CH:9]=3)[N:14]=[CH:13][N:12]=2)[CH:29]=[CH:28][C:27]=1[Cl:30].